The task is: Predict the product of the given reaction.. This data is from Forward reaction prediction with 1.9M reactions from USPTO patents (1976-2016). (1) The product is: [CH3:1][C:2]1[CH:7]=[C:6]([C:8](=[O:24])[CH2:9][C@H:10]([C:18]2[CH:23]=[CH:22][CH:21]=[CH:20][CH:19]=2)[C:11]2[CH:16]=[CH:15][CH:14]=[CH:13][C:12]=2[CH3:17])[CH:5]=[CH:4][N:3]=1. Given the reactants [CH3:1][C:2]1[CH:7]=[C:6]([C@H:8]([OH:24])[CH2:9][CH:10]([C:18]2[CH:23]=[CH:22][CH:21]=[CH:20][CH:19]=2)[C:11]2[CH:16]=[CH:15][CH:14]=[CH:13][C:12]=2[CH3:17])[CH:5]=[CH:4][N:3]=1, predict the reaction product. (2) The product is: [CH:30]1([C:26]2[N:25]=[C:24]([CH2:23][N:18]3[C:19]4[C:15](=[C:14]([NH:13][C:11]([C:8]5[N:5]6[CH:6]=[CH:7][C:2]([O:44][CH2:43][CH2:42][N:37]7[CH2:38][CH2:39][N:40]([CH3:41])[C:35]([CH3:45])([CH3:34])[CH2:36]7)=[CH:3][C:4]6=[N:10][CH:9]=5)=[O:12])[CH:22]=[CH:21][CH:20]=4)[C:16]([CH3:33])=[N:17]3)[CH:29]=[CH:28][CH:27]=2)[CH2:31][CH2:32]1. Given the reactants F[C:2]1[CH:7]=[CH:6][N:5]2[C:8]([C:11]([NH:13][C:14]3[CH:22]=[CH:21][CH:20]=[C:19]4[C:15]=3[C:16]([CH3:33])=[N:17][N:18]4[CH2:23][C:24]3[CH:29]=[CH:28][CH:27]=[C:26]([CH:30]([CH3:32])[CH3:31])[N:25]=3)=[O:12])=[CH:9][N:10]=[C:4]2[CH:3]=1.[CH3:34][C:35]1([CH3:45])[N:40]([CH3:41])[CH2:39][CH2:38][N:37]([CH2:42][CH2:43][OH:44])[CH2:36]1.O1CCN(CCO)CC1, predict the reaction product. (3) Given the reactants O[CH:2]=[C:3]1[C:11]2[C:6](=[CH:7][C:8]([C:12]([C:14]3[CH:15]=[C:16]([NH:20][C:21]([C:23]4[C:24]([CH3:28])=[N:25][O:26][CH:27]=4)=[O:22])[CH:17]=[CH:18][CH:19]=3)=[O:13])=[CH:9][CH:10]=2)[NH:5][C:4]1=[O:29].[NH2:30][C:31]1[CH:36]=[CH:35][C:34]([CH2:37][CH2:38][C:39]([OH:41])=[O:40])=[CH:33][CH:32]=1, predict the reaction product. The product is: [CH3:28][C:24]1[C:23]([C:21]([NH:20][C:16]2[CH:15]=[C:14]([CH:19]=[CH:18][CH:17]=2)[C:12]([C:8]2[CH:7]=[C:6]3[C:11]([C:3](=[CH:2][NH:30][C:31]4[CH:32]=[CH:33][C:34]([CH2:37][CH2:38][C:39]([OH:41])=[O:40])=[CH:35][CH:36]=4)[C:4](=[O:29])[NH:5]3)=[CH:10][CH:9]=2)=[O:13])=[O:22])=[CH:27][O:26][N:25]=1. (4) Given the reactants Cl[C:2]1[N:10]=[C:9]2[C:5]([N:6]=[CH:7][N:8]2[CH2:11][C:12]2[CH:17]=[CH:16][C:15]([CH2:18][OH:19])=[CH:14][CH:13]=2)=[C:4]([NH2:20])[N:3]=1.C(N(C(C)C)C(C)C)C.[N:30]1[CH:35]=[CH:34][C:33]([CH2:36][NH2:37])=[CH:32][CH:31]=1.O, predict the reaction product. The product is: [N:30]1[CH:35]=[CH:34][C:33]([CH2:36][NH:37][C:2]2[N:10]=[C:9]3[C:5]([N:6]=[CH:7][N:8]3[CH2:11][C:12]3[CH:17]=[CH:16][C:15]([CH2:18][OH:19])=[CH:14][CH:13]=3)=[C:4]([NH2:20])[N:3]=2)=[CH:32][CH:31]=1. (5) Given the reactants [CH2:1]([O:3][C:4]1[CH:9]=[CH:8][CH:7]=[CH:6][C:5]=1B(O)O)[CH3:2].C(=O)([O-])[O-].[Na+].[Na+].[NH2:19][C:20]1[CH:25]=[C:24](Cl)[N:23]=[CH:22][N:21]=1, predict the reaction product. The product is: [CH2:1]([O:3][C:4]1[CH:9]=[CH:8][CH:7]=[CH:6][C:5]=1[C:24]1[N:23]=[CH:22][N:21]=[C:20]([NH2:19])[CH:25]=1)[CH3:2].